This data is from Full USPTO retrosynthesis dataset with 1.9M reactions from patents (1976-2016). The task is: Predict the reactants needed to synthesize the given product. (1) Given the product [CH2:32]([N:1]1[CH2:6][CH2:5][CH2:4][C@@H:3]([O:7][C:8]2[C:16]3[C:15]4[CH:17]=[C:18]([C:21]#[N:22])[N:19]=[CH:20][C:14]=4[N:13]([CH2:23][O:24][CH2:25][CH2:26][Si:27]([CH3:30])([CH3:29])[CH3:28])[C:12]=3[N:11]=[CH:10][CH:9]=2)[CH2:2]1)[CH3:33], predict the reactants needed to synthesize it. The reactants are: [NH:1]1[CH2:6][CH2:5][CH2:4][C@@H:3]([O:7][C:8]2[C:16]3[C:15]4[CH:17]=[C:18]([C:21]#[N:22])[N:19]=[CH:20][C:14]=4[N:13]([CH2:23][O:24][CH2:25][CH2:26][Si:27]([CH3:30])([CH3:29])[CH3:28])[C:12]=3[N:11]=[CH:10][CH:9]=2)[CH2:2]1.I[CH2:32][CH3:33]. (2) The reactants are: [C:1]([O:9][C@@H:10]1[C@H:15]([O:16][C:17](=[O:24])[C:18]2[CH:23]=[CH:22][CH:21]=[CH:20][CH:19]=2)[C@@H:14]([O:25][C:26](=[O:33])[C:27]2[CH:32]=[CH:31][CH:30]=[CH:29][CH:28]=2)[C@H:13]([CH3:34])[O:12][C@H:11]1[O:35][C@@H:36]1[C@H:45]([O:46][CH2:47][C:48]2[CH:53]=[CH:52][CH:51]=[CH:50][CH:49]=2)[C@@H:44]([O:54][CH2:55][C:56]2[CH:61]=[CH:60][CH:59]=[CH:58][CH:57]=2)[C@H:43]([CH3:62])[O:42][C@H:37]1[O:38]CC=C)(=[O:8])[C:2]1[CH:7]=[CH:6][CH:5]=[CH:4][CH:3]=1. Given the product [C:1]([O:9][C@@H:10]1[C@H:15]([O:16][C:17](=[O:24])[C:18]2[CH:19]=[CH:20][CH:21]=[CH:22][CH:23]=2)[C@@H:14]([O:25][C:26](=[O:33])[C:27]2[CH:32]=[CH:31][CH:30]=[CH:29][CH:28]=2)[C@H:13]([CH3:34])[O:12][C@H:11]1[O:35][C@@H:36]1[C@H:45]([O:46][CH2:47][C:48]2[CH:49]=[CH:50][CH:51]=[CH:52][CH:53]=2)[C@@H:44]([O:54][CH2:55][C:56]2[CH:57]=[CH:58][CH:59]=[CH:60][CH:61]=2)[C@H:43]([CH3:62])[O:42][C@H:37]1[OH:38])(=[O:8])[C:2]1[CH:7]=[CH:6][CH:5]=[CH:4][CH:3]=1, predict the reactants needed to synthesize it. (3) Given the product [NH2:1][C:2]1[N:7]=[CH:6][N:5]=[C:4]2[N:8]([CH:35]([CH3:37])[CH3:36])[N:9]=[C:10]([C:11]3[NH:12][C:13]4[C:18]([CH:19]=3)=[CH:17][C:16]([OH:20])=[CH:15][CH:14]=4)[C:3]=12, predict the reactants needed to synthesize it. The reactants are: [NH2:1][C:2]1[N:7]=[CH:6][N:5]=[C:4]2[N:8]([CH:35]([CH3:37])[CH3:36])[N:9]=[C:10]([C:11]3[N:12](C(OC(C)(C)C)=O)[C:13]4[C:18]([CH:19]=3)=[CH:17][C:16]([O:20]CC3C=CC=CC=3)=[CH:15][CH:14]=4)[C:3]=12.C(O)=O.Cl. (4) Given the product [OH:24][CH2:23][C:19]1([NH:18][C:15]([C:7]2[CH:6]=[N:5][C:4]([CH:1]3[CH2:2][CH2:3]3)=[C:9]([O:10][CH2:11][CH:12]3[CH2:13][CH2:14]3)[N:8]=2)=[O:17])[CH2:22][CH2:21][CH2:20]1, predict the reactants needed to synthesize it. The reactants are: [CH:1]1([C:4]2[N:5]=[CH:6][C:7]([C:15]([OH:17])=O)=[N:8][C:9]=2[O:10][CH2:11][CH:12]2[CH2:14][CH2:13]2)[CH2:3][CH2:2]1.[NH2:18][C:19]1([CH2:23][OH:24])[CH2:22][CH2:21][CH2:20]1. (5) The reactants are: [CH2:1]([N:5]([S:15]([C:18]1[CH:23]=[CH:22][C:21]([N+:24]([O-:26])=[O:25])=[CH:20][CH:19]=1)(=[O:17])=[O:16])[C@H:6]([C:12]([OH:14])=[O:13])[CH2:7][CH2:8][CH2:9][CH2:10][NH2:11])[CH:2]([CH3:4])[CH3:3].[CH2:27]([S:34](Cl)(=[O:36])=[O:35])[C:28]1[CH:33]=[CH:32][CH:31]=[CH:30][CH:29]=1. Given the product [CH2:1]([N:5]([S:15]([C:18]1[CH:23]=[CH:22][C:21]([N+:24]([O-:26])=[O:25])=[CH:20][CH:19]=1)(=[O:17])=[O:16])[C@H:6]([C:12]([OH:14])=[O:13])[CH2:7][CH2:8][CH2:9][CH2:10][NH:11][S:34]([CH2:27][C:28]1[CH:33]=[CH:32][CH:31]=[CH:30][CH:29]=1)(=[O:36])=[O:35])[CH:2]([CH3:4])[CH3:3], predict the reactants needed to synthesize it. (6) Given the product [CH3:17][C@H:3]1[C@@:2]([C:18]([F:20])([F:19])[F:21])([OH:1])[CH2:6][CH2:5][NH:4]1, predict the reactants needed to synthesize it. The reactants are: [OH:1][C@@:2]1([C:18]([F:21])([F:20])[F:19])[CH2:6][CH2:5][N:4](C(OCC2C=CC=CC=2)=O)[C@H:3]1[CH3:17]. (7) Given the product [Cl:2][CH2:3][CH2:4][N:5]([CH2:6][CH2:7][Cl:8])[S:26]([C:23]1[CH:22]=[CH:21][C:20]([NH:19][C:16](=[O:18])[CH3:17])=[CH:25][CH:24]=1)(=[O:28])=[O:27], predict the reactants needed to synthesize it. The reactants are: Cl.[Cl:2][CH2:3][CH2:4][NH:5][CH2:6][CH2:7][Cl:8].C(N(CC)CC)C.[C:16]([NH:19][C:20]1[CH:25]=[CH:24][C:23]([S:26](Cl)(=[O:28])=[O:27])=[CH:22][CH:21]=1)(=[O:18])[CH3:17].